This data is from Full USPTO retrosynthesis dataset with 1.9M reactions from patents (1976-2016). The task is: Predict the reactants needed to synthesize the given product. (1) Given the product [Cl:15][C:10]1[CH:11]=[CH:12][C:13]([N+:21]([O-:23])=[O:22])=[CH:14][C:9]=1[C:7]([C:3]1[CH:2]=[N:1][CH:6]=[CH:5][CH:4]=1)=[O:8], predict the reactants needed to synthesize it. The reactants are: [N:1]1[CH:6]=[CH:5][CH:4]=[C:3]([C:7]([C:9]2[CH:14]=[CH:13][CH:12]=[CH:11][C:10]=2[Cl:15])=[O:8])[CH:2]=1.S(=O)(=O)(O)O.[N+:21]([O-])([OH:23])=[O:22].[OH-].[NH4+]. (2) Given the product [Cl:1][C:2]1[CH:7]=[CH:6][C:5]([C:8]2[C:17]3[C:16](=[CH:15][C:14]([S:18]([NH:40][C:37]4[CH:38]=[CH:39][N:34]=[CH:35][N:36]=4)(=[O:19])=[O:21])=[CH:13][CH:12]=3)[CH:11]=[CH:10][N:9]=2)=[C:4]([CH3:33])[CH:3]=1, predict the reactants needed to synthesize it. The reactants are: [Cl:1][C:2]1[CH:7]=[CH:6][C:5]([C:8]2[C:17]3[C:12](=[CH:13][C:14]([S:18]([O:21]C4C(F)=C(F)C(F)=C(F)C=4F)(=O)=[O:19])=[CH:15][CH:16]=3)[CH:11]=[CH:10][N:9]=2)=[C:4]([CH3:33])[CH:3]=1.[N:34]1[CH:39]=[CH:38][C:37]([NH2:40])=[N:36][CH:35]=1.C[Si]([N-][Si](C)(C)C)(C)C.[Li+]. (3) Given the product [CH2:26]([NH:33][C:2]1[N:7]=[C:6]([C:8]([NH:10][CH:11]([C:15]2[CH:20]=[CH:19][C:18]([O:21][C:22]([F:25])([F:24])[F:23])=[CH:17][CH:16]=2)[CH2:12][O:13][CH3:14])=[O:9])[CH:5]=[CH:4][N:3]=1)[C:27]1[CH:32]=[CH:31][CH:30]=[CH:29][CH:28]=1, predict the reactants needed to synthesize it. The reactants are: Cl[C:2]1[N:7]=[C:6]([C:8]([NH:10][CH:11]([C:15]2[CH:20]=[CH:19][C:18]([O:21][C:22]([F:25])([F:24])[F:23])=[CH:17][CH:16]=2)[CH2:12][O:13][CH3:14])=[O:9])[CH:5]=[CH:4][N:3]=1.[CH2:26]([NH2:33])[C:27]1[CH:32]=[CH:31][CH:30]=[CH:29][CH:28]=1.C(N(CC)CC)C.C(=O)([O-])O.[Na+]. (4) Given the product [Br:1][C:2]1[CH:3]=[C:4]2[C:9](=[CH:10][CH:11]=1)[CH:8]=[C:7]([C:12]#[N:14])[CH:6]=[CH:5]2, predict the reactants needed to synthesize it. The reactants are: [Br:1][C:2]1[CH:3]=[C:4]2[C:9](=[CH:10][CH:11]=1)[CH:8]=[C:7]([C:12]([NH2:14])=O)[CH:6]=[CH:5]2.N1C=CC=CC=1.FC(F)(F)C(OC(=O)C(F)(F)F)=O. (5) Given the product [NH2:1][C:2]1[N:7]=[C:6]([C:8](=[N:12][OH:13])[CH3:9])[CH:5]=[CH:4][N:3]=1, predict the reactants needed to synthesize it. The reactants are: [NH2:1][C:2]1[N:7]=[C:6]([C:8](=O)[CH3:9])[CH:5]=[CH:4][N:3]=1.Cl.[NH2:12][OH:13].C([O-])(=O)C.[Na+].